Dataset: Forward reaction prediction with 1.9M reactions from USPTO patents (1976-2016). Task: Predict the product of the given reaction. (1) Given the reactants [Cl:1][C:2]1[NH:3][C:4]2[C:9]([CH:10]=1)=[CH:8][CH:7]=[C:6]([Cl:11])[CH:5]=2.Br[C:13]1[CH:14]=[N:15][N:16]([CH2:18][CH2:19][CH3:20])[CH:17]=1.P([O-])([O-])([O-])=O.[K+].[K+].[K+].CNCCNC, predict the reaction product. The product is: [Cl:1][C:2]1[N:3]([C:13]2[CH:14]=[N:15][N:16]([CH2:18][CH2:19][CH3:20])[CH:17]=2)[C:4]2[C:9]([CH:10]=1)=[CH:8][CH:7]=[C:6]([Cl:11])[CH:5]=2. (2) Given the reactants [Cl:1][C:2]1[CH:3]=[C:4]2[C:10]([C:11]3[N:16]=[C:15]([NH:17][C@H:18]4[CH2:22][CH2:21][N:20]([C:23]([C:25]5([CH3:29])[CH2:28][O:27][CH2:26]5)=[O:24])[CH2:19]4)[C:14]([F:30])=[CH:13][N:12]=3)=[CH:9][NH:8][C:5]2=[N:6][CH:7]=1.Cl.ClC1C=C2C(C3N=C(N[C@@H]4CCNC4)C(F)=CN=3)=CN(S(C3C=CC(C)=CC=3)(=O)=O)C2=NC=1.CC1(C(O)=O)COC1, predict the reaction product. The product is: [Cl:1][C:2]1[CH:3]=[C:4]2[C:10]([C:11]3[N:16]=[C:15]([NH:17][C@@H:18]4[CH2:22][CH2:21][N:20]([C:23]([C:25]5([CH3:29])[CH2:28][O:27][CH2:26]5)=[O:24])[CH2:19]4)[C:14]([F:30])=[CH:13][N:12]=3)=[CH:9][NH:8][C:5]2=[N:6][CH:7]=1. (3) Given the reactants [Br:1][C:2]1[CH:3]=[C:4]([CH:7]=[CH:8][CH:9]=1)[CH:5]=[CH2:6].[N+](=[CH:12][C:13]([O:15][CH2:16][CH3:17])=[O:14])=[N-], predict the reaction product. The product is: [CH2:16]([O:15][C:13]([CH:12]1[CH2:6][CH:5]1[C:4]1[CH:7]=[CH:8][CH:9]=[C:2]([Br:1])[CH:3]=1)=[O:14])[CH3:17]. (4) Given the reactants [C:1]([OH:22])(=O)[CH2:2][CH2:3][CH2:4]/[CH:5]=[CH:6]\[CH2:7]/[CH:8]=[CH:9]\[CH2:10]/[CH:11]=[CH:12]\[CH2:13]/[CH:14]=[CH:15]\[CH2:16][CH2:17][CH2:18][CH2:19][CH3:20].ClC(OCCCC)=O.Cl.C(N(CC)CC)C.Cl.[CH3:40][O:41][C:42](=[O:53])[C@H:43]([CH2:45][C:46]1[CH:51]=[CH:50][C:49]([OH:52])=[CH:48][CH:47]=1)[NH2:44].Cl, predict the reaction product. The product is: [CH3:40][O:41][C:42](=[O:53])[C@H:43]([CH2:45][C:46]1[CH:47]=[CH:48][C:49]([OH:52])=[CH:50][CH:51]=1)[NH:44][C:1](=[O:22])[CH2:2][CH2:3][CH2:4]/[CH:5]=[CH:6]\[CH2:7]/[CH:8]=[CH:9]\[CH2:10]/[CH:11]=[CH:12]\[CH2:13]/[CH:14]=[CH:15]\[CH2:16][CH2:17][CH2:18][CH2:19][CH3:20]. (5) Given the reactants Br[C:2]1[CH:7]=[CH:6][C:5]([C:8]2[CH:13]=[CH:12][C:11]([CH2:14][C:15]3[N:16]([C:28]4[CH:29]=[C:30]([N:34]5[S:38](=[O:40])(=[O:39])[NH:37][C:36](=[O:41])[CH2:35]5)[CH:31]=[CH:32][CH:33]=4)[CH:17]=[C:18]([C:20]4[CH:25]=[CH:24][C:23]([Cl:26])=[CH:22][C:21]=4[Cl:27])[N:19]=3)=[CH:10][CH:9]=2)=[CH:4][CH:3]=1.[C:42]1([C@@H:48]2[CH2:52][CH2:51][NH:50][CH2:49]2)[CH:47]=[CH:46][CH:45]=[CH:44][CH:43]=1, predict the reaction product. The product is: [Cl:27][C:21]1[CH:22]=[C:23]([Cl:26])[CH:24]=[CH:25][C:20]=1[C:18]1[N:19]=[C:15]([CH2:14][C:11]2[CH:12]=[CH:13][C:8]([C:5]3[CH:6]=[CH:7][C:2]([N:50]4[CH2:51][CH2:52][C@@H:48]([C:42]5[CH:47]=[CH:46][CH:45]=[CH:44][CH:43]=5)[CH2:49]4)=[CH:3][CH:4]=3)=[CH:9][CH:10]=2)[N:16]([C:28]2[CH:29]=[C:30]([N:34]3[S:38](=[O:40])(=[O:39])[NH:37][C:36](=[O:41])[CH2:35]3)[CH:31]=[CH:32][CH:33]=2)[CH:17]=1. (6) Given the reactants C(C1N(CC2C=CC(C3C=CC=CC=3C3N=NN(C(C4C=CC=CC=4)(C4C=CC=CC=4)C4C=CC=CC=4)N=3)=CC=2)C(C(O)=O)=C(Cl)N=1)CCC.[CH2:51]([O:53][C:54]1[N:58]([CH2:59][C:60]2[CH:65]=[CH:64][C:63]([C:66]3[CH:71]=[CH:70][CH:69]=[CH:68][C:67]=3[C:72]3[N:76]([C:77]([C:90]4[CH:95]=[CH:94][CH:93]=[CH:92][CH:91]=4)([C:84]4[CH:89]=[CH:88][CH:87]=[CH:86][CH:85]=4)[C:78]4[CH:83]=[CH:82][CH:81]=[CH:80][CH:79]=4)[N:75]=[N:74][N:73]=3)=[CH:62][CH:61]=2)[C:57]2[C:96]([C:100]([OH:102])=[O:101])=[CH:97][CH:98]=[CH:99][C:56]=2[N:55]=1)[CH3:52].C(=O)(OC(Cl)C)O[CH2:105][CH2:106][CH2:107][CH2:108][C@H:109]([O:111][N+:112]([O-:114])=[O:113])[CH3:110].[N+](OC(C)CCC[C:128]([O:130][CH:131](Cl)[CH3:132])=[O:129])([O-])=O, predict the reaction product. The product is: [CH2:51]([O:53][C:54]1[N:58]([CH2:59][C:60]2[CH:61]=[CH:62][C:63]([C:66]3[CH:71]=[CH:70][CH:69]=[CH:68][C:67]=3[C:72]3[N:76]([C:77]([C:78]4[CH:83]=[CH:82][CH:81]=[CH:80][CH:79]=4)([C:90]4[CH:91]=[CH:92][CH:93]=[CH:94][CH:95]=4)[C:84]4[CH:85]=[CH:86][CH:87]=[CH:88][CH:89]=4)[N:75]=[N:74][N:73]=3)=[CH:64][CH:65]=2)[C:57]2[C:96]([C:100]([O:102][CH:131]([O:130][C:128]([CH2:105][CH2:106][CH2:107][CH2:108][CH:109]([O:111][N+:112]([O-:114])=[O:113])[CH3:110])=[O:129])[CH3:132])=[O:101])=[CH:97][CH:98]=[CH:99][C:56]=2[N:55]=1)[CH3:52]. (7) Given the reactants [Cl:1][C:2]1[CH:7]=[CH:6][C:5]([C:8]2([CH2:11][OH:12])[CH2:10][CH2:9]2)=[CH:4][CH:3]=1.S(=O)(=O)(O)O.C(O)(C)C, predict the reaction product. The product is: [Cl:1][C:2]1[CH:3]=[CH:4][C:5]([C:8]2([CH:11]=[O:12])[CH2:9][CH2:10]2)=[CH:6][CH:7]=1. (8) The product is: [C:1]([O:5][C:6]([N:8]1[CH2:13][CH2:12][CH:11]([N:14]([CH:15]2[CH2:17][CH2:16]2)[C:18]([C:20]2[CH:21]=[N:22][C:23]([C:35]3[O:39][CH:38]=[N:37][CH:36]=3)=[N:24][CH:25]=2)=[O:19])[CH2:10][CH2:9]1)=[O:7])([CH3:4])([CH3:3])[CH3:2]. Given the reactants [C:1]([O:5][C:6]([N:8]1[CH2:13][CH2:12][CH:11]([N:14]([C:18]([C:20]2[CH:21]=[N:22][C:23](Cl)=[N:24][CH:25]=2)=[O:19])[CH:15]2[CH2:17][CH2:16]2)[CH2:10][CH2:9]1)=[O:7])([CH3:4])([CH3:3])[CH3:2].CC1(C)C(C)(C)OB([C:35]2[O:39][C:38]([Si](C(C)C)(C(C)C)C(C)C)=[N:37][CH:36]=2)O1, predict the reaction product. (9) Given the reactants C[Si]([N-][Si](C)(C)C)(C)C.[Li+].[C:11]1([CH:17]([CH3:21])[C:18]([OH:20])=[O:19])[CH:16]=[CH:15][CH:14]=[CH:13][CH:12]=1.[CH3:22][C:23]([CH3:28])([CH3:27])[CH2:24][CH2:25]I, predict the reaction product. The product is: [CH3:21][C:17]([C:11]1[CH:16]=[CH:15][CH:14]=[CH:13][CH:12]=1)([CH2:25][CH2:24][C:23]([CH3:28])([CH3:27])[CH3:22])[C:18]([OH:20])=[O:19]. (10) Given the reactants C(OC1C=C2[C:11](=[CH:12][C:13]=1C)[N:10]([C:15](=O)[CH3:16])N=C2)(=O)C.[CH3:18][C:19]1[CH:27]=[C:26]2[C:22]([CH:23]=[N:24][NH:25]2)=[CH:21][C:20]=1[OH:28], predict the reaction product. The product is: [CH3:18][C:19]1[CH:27]=[C:26]2[C:22]([CH:23]=[N:24][NH:25]2)=[CH:21][C:20]=1[O:28][CH:13]1[CH2:12][CH2:11][NH:10][CH2:15][CH2:16]1.